From a dataset of Full USPTO retrosynthesis dataset with 1.9M reactions from patents (1976-2016). Predict the reactants needed to synthesize the given product. (1) Given the product [NH2:35][C:26](=[O:28])[CH2:25][CH2:24][C:23]([N:22]([CH2:21][C@@H:10]1[CH2:9][N:8]([CH2:1][C:2]2[CH:3]=[CH:4][CH:5]=[CH:6][CH:7]=2)[CH2:13][CH2:12][N:11]1[C:14]([O:16][C:17]([CH3:20])([CH3:18])[CH3:19])=[O:15])[CH:30]([CH3:31])[CH3:32])=[O:29], predict the reactants needed to synthesize it. The reactants are: [CH2:1]([N:8]1[CH2:13][CH2:12][N:11]([C:14]([O:16][C:17]([CH3:20])([CH3:19])[CH3:18])=[O:15])[C@H:10]([CH2:21][N:22]([CH:30]([CH3:32])[CH3:31])[C:23](=[O:29])[CH2:24][CH2:25][C:26]([OH:28])=O)[CH2:9]1)[C:2]1[CH:7]=[CH:6][CH:5]=[CH:4][CH:3]=1.CC[N:35]=C=NCCCN(C)C.Cl.C(=O)(O)[O-].[Na+]. (2) The reactants are: F[C:2]1[CH:3]=[C:4]([CH:7]=[CH:8][C:9]=1[N+:10]([O-:12])=[O:11])[C:5]#[N:6].Cl.[CH:14]1([NH2:18])[CH2:17][CH2:16][CH2:15]1.C(N(C(C)C)CC)(C)C. Given the product [CH:14]1([NH:18][C:2]2[CH:3]=[C:4]([CH:7]=[CH:8][C:9]=2[N+:10]([O-:12])=[O:11])[C:5]#[N:6])[CH2:17][CH2:16][CH2:15]1, predict the reactants needed to synthesize it. (3) Given the product [Cl:1][C:2]1[CH:7]=[CH:6][C:5]([C@H:8]([NH2:10])[CH3:9])=[C:4]([F:17])[CH:3]=1, predict the reactants needed to synthesize it. The reactants are: [Cl:1][C:2]1[CH:7]=[CH:6][C:5]([C:8](=[N:10][S@](C(C)(C)C)=O)[CH3:9])=[C:4]([F:17])[CH:3]=1.C([BH-](C(CC)C)C(CC)C)(CC)C.[Li+]. (4) The reactants are: [Cl:1][C:2]1[CH:3]=[C:4]([F:30])[C:5]([C:24]2[N:28]=[C:27]([CH3:29])[O:26][N:25]=2)=[C:6]([C:8]2[CH:9]=[C:10]3[C:14](=[CH:15][CH:16]=2)[C@@H:13]([NH:17][C:18]([C:20]2([NH2:23])[CH2:22][CH2:21]2)=[O:19])[CH2:12][CH2:11]3)[CH:7]=1.[N:31]1[CH:36]=[CH:35][C:34]([C:37](O)=[O:38])=[CH:33][N:32]=1. Given the product [Cl:1][C:2]1[CH:3]=[C:4]([F:30])[C:5]([C:24]2[N:28]=[C:27]([CH3:29])[O:26][N:25]=2)=[C:6]([C:8]2[CH:9]=[C:10]3[C:14](=[CH:15][CH:16]=2)[C@@H:13]([NH:17][C:18]([C:20]2([NH:23][C:37]([C:34]4[CH:35]=[CH:36][N:31]=[N:32][CH:33]=4)=[O:38])[CH2:21][CH2:22]2)=[O:19])[CH2:12][CH2:11]3)[CH:7]=1, predict the reactants needed to synthesize it. (5) Given the product [Br:1][C:2]1[S:6][C:5]([CH2:7][S:8]([CH2:9][CH2:10][C:11]([O:13][CH3:14])=[O:12])(=[O:18])=[O:17])=[N:4][CH:3]=1, predict the reactants needed to synthesize it. The reactants are: [Br:1][C:2]1[S:6][C:5]([CH2:7][S:8][CH2:9][CH2:10][C:11]([O:13][CH3:14])=[O:12])=[N:4][CH:3]=1.CO.[OH2:17].[OH2:18].O.O.O.O.C(O[O-])(=O)C1C(=CC=CC=1)C([O-])=O.[Mg+2].